Task: Predict the product of the given reaction.. Dataset: Forward reaction prediction with 1.9M reactions from USPTO patents (1976-2016) The product is: [Cl:1][C:2]1[CH:10]=[CH:9][C:5](/[C:6](=[CH:14]/[CH2:13][C:12]([CH3:17])([CH3:16])[CH3:11])/[C:7]#[N:8])=[CH:4][CH:3]=1. Given the reactants [Cl:1][C:2]1[CH:10]=[CH:9][C:5]([CH2:6][C:7]#[N:8])=[CH:4][CH:3]=1.[CH3:11][C:12]([CH3:17])([CH3:16])[CH2:13][CH:14]=O.C[O-].[Na+], predict the reaction product.